This data is from Forward reaction prediction with 1.9M reactions from USPTO patents (1976-2016). The task is: Predict the product of the given reaction. (1) Given the reactants Br[C:2]1[N:7]=[C:6]([CH2:8][NH:9][C@H:10]([CH:13]([CH3:15])[CH3:14])[CH2:11][OH:12])[CH:5]=[CH:4][CH:3]=1.[Si:16]([C:23]1[S:24][C:25](B2OC(C)(C)C(C)(C)O2)=[CH:26][CH:27]=1)([C:19]([CH3:22])([CH3:21])[CH3:20])([CH3:18])[CH3:17].C(=O)([O-])[O-].[Cs+].[Cs+], predict the reaction product. The product is: [Si:16]([C:23]1[S:24][C:25]([C:2]2[N:7]=[C:6]([CH2:8][NH:9][C@H:10]([CH:13]([CH3:15])[CH3:14])[CH2:11][OH:12])[CH:5]=[CH:4][CH:3]=2)=[CH:26][CH:27]=1)([C:19]([CH3:22])([CH3:21])[CH3:20])([CH3:18])[CH3:17]. (2) Given the reactants CN(C(ON1N=NC2C=CC=NC1=2)=[N+](C)C)C.F[P-](F)(F)(F)(F)F.[OH:25][N:26]1[C:30]2[CH:31]=[C:32]([C:35]([OH:37])=O)[CH:33]=[CH:34][C:29]=2[N:28]=[N:27]1.CN(C=O)C.[F:43][C:44]([F:72])([C:68]([F:71])([F:70])[F:69])[CH2:45][O:46][C:47](=[O:67])[C@H:48]([OH:66])[CH2:49][C@H:50]([NH2:65])[CH2:51][C:52]1[CH:57]=[CH:56][C:55]([C:58]2[CH:63]=[CH:62][CH:61]=[C:60]([Cl:64])[CH:59]=2)=[CH:54][CH:53]=1.CCN(C(C)C)C(C)C, predict the reaction product. The product is: [F:72][C:44]([F:43])([C:68]([F:69])([F:70])[F:71])[CH2:45][O:46][C:47](=[O:67])[C@H:48]([OH:66])[CH2:49][C@H:50]([NH:65][C:35]([C:32]1[CH:33]=[CH:34][C:29]2[N:28]=[N:27][N:26]([OH:25])[C:30]=2[CH:31]=1)=[O:37])[CH2:51][C:52]1[CH:57]=[CH:56][C:55]([C:58]2[CH:63]=[CH:62][CH:61]=[C:60]([Cl:64])[CH:59]=2)=[CH:54][CH:53]=1.